From a dataset of Full USPTO retrosynthesis dataset with 1.9M reactions from patents (1976-2016). Predict the reactants needed to synthesize the given product. Given the product [S:7]([C:4]1[CH:5]=[CH:6][C:1]([CH3:11])=[CH:2][CH:3]=1)([O:12][CH2:13][CH2:14][NH:15][C:16]([O:17][C:18]([CH3:21])([CH3:20])[CH3:19])=[O:22])(=[O:9])=[O:8], predict the reactants needed to synthesize it. The reactants are: [C:1]1([CH3:11])[CH:6]=[CH:5][C:4]([S:7](Cl)(=[O:9])=[O:8])=[CH:3][CH:2]=1.[OH:12][CH2:13][CH2:14][NH:15][C:16](=[O:22])[O:17][C:18]([CH3:21])([CH3:20])[CH3:19].C(N(CC)CC)C.[Cl-].C[NH+](C)C.CCCC(C)C.